This data is from Catalyst prediction with 721,799 reactions and 888 catalyst types from USPTO. The task is: Predict which catalyst facilitates the given reaction. Reactant: [NH:1]1[CH:5]=[CH:4][N:3]=[N:2]1.CN[C@@H:8]1[CH2:13][CH2:12][CH2:11][CH2:10][C@H:9]1[NH:14]C.[C:16]([O-:19])([O-])=[O:17].[Cs+].[Cs+].[C:22](=O)([O-])[O-]. Product: [CH3:8][C:13]1[N:14]=[C:9]([C:16]([O:19][CH3:22])=[O:17])[C:10]([N:2]2[N:3]=[CH:4][CH:5]=[N:1]2)=[CH:11][CH:12]=1. The catalyst class is: 471.